Task: Predict which catalyst facilitates the given reaction.. Dataset: Catalyst prediction with 721,799 reactions and 888 catalyst types from USPTO Reactant: [OH:1][CH2:2][CH2:3][CH2:4][O:5][C:6]1[CH:13]=[CH:12][C:9]([C:10]#[N:11])=[CH:8][N:7]=1.O[C:15]1[CH:16]=[C:17]2[C:21](=[CH:22][CH:23]=1)[C@H:20]([CH2:24][C:25]([O:27][CH2:28][CH3:29])=[O:26])[CH2:19][CH2:18]2.C1(P(C2C=CC=CC=2)C2C=CC=CC=2)C=CC=CC=1.N(C(N1CCCCC1)=O)=NC(N1CCCCC1)=O. Product: [C:10]([C:9]1[CH:12]=[CH:13][C:6]([O:5][CH2:4][CH2:3][CH2:2][O:1][C:15]2[CH:16]=[C:17]3[C:21](=[CH:22][CH:23]=2)[C@H:20]([CH2:24][C:25]([O:27][CH2:28][CH3:29])=[O:26])[CH2:19][CH2:18]3)=[N:7][CH:8]=1)#[N:11]. The catalyst class is: 1.